Dataset: Forward reaction prediction with 1.9M reactions from USPTO patents (1976-2016). Task: Predict the product of the given reaction. (1) Given the reactants C[O:2][C:3]([C@@H:5]1[CH2:9][C@@H:8]([S:10]([C:13]2[CH:18]=[CH:17][CH:16]=[CH:15][C:14]=2[C:19]([F:22])([F:21])[F:20])(=[O:12])=[O:11])[CH2:7][N:6]1[C:23]1[N:24]([CH2:29][CH:30]([CH3:32])[CH3:31])[N:25]=[C:26]([CH3:28])[CH:27]=1)=[O:4].COC([C@H]1C[C@@H](S(C2C=CC=CC=2C(F)(F)F)(=O)=O)CN1C1N(CC(C)C)N=C(C)C=1)=O.[OH-].[Li+].C(N1C(N2C[C@H](S(C3C=CC=CC=3C(F)(F)F)(=O)=O)C[C@@H]2C(O)=O)=CC(C)=N1)C(C)C, predict the reaction product. The product is: [CH2:29]([N:24]1[C:23]([N:6]2[CH2:7][C@H:8]([S:10]([C:13]3[CH:18]=[CH:17][CH:16]=[CH:15][C:14]=3[C:19]([F:20])([F:22])[F:21])(=[O:12])=[O:11])[CH2:9][C@H:5]2[C:3]([OH:4])=[O:2])=[CH:27][C:26]([CH3:28])=[N:25]1)[CH:30]([CH3:32])[CH3:31]. (2) Given the reactants [CH2:1]([C@H:8]([NH:30][C:31](=[O:50])[C@H:32]([CH:47]([CH3:49])[CH3:48])[NH:33][C:34]([N:36]([CH2:38][C:39]1[N:40]=[C:41]([CH:44]([CH3:46])[CH3:45])[S:42][CH:43]=1)[CH3:37])=[O:35])[CH2:9][C@H:10]([OH:29])[C@@H:11]([NH:19][C:20]([O:22][CH2:23][C:24]1[S:28][CH:27]=[N:26][CH:25]=1)=[O:21])[CH2:12][C:13]1[CH:18]=[CH:17][CH:16]=[CH:15][CH:14]=1)[C:2]1[CH:7]=[CH:6][CH:5]=[CH:4][CH:3]=1.[CH2:51]([S:55][CH2:56][CH2:57][CH2:58][CH3:59])[CH2:52][CH2:53][CH3:54].C(OOC(=O)C1C=CC=CC=1)(=O)C1C=CC=CC=1, predict the reaction product. The product is: [CH2:1]([C@H:8]([NH:30][C:31](=[O:50])[C@H:32]([CH:47]([CH3:49])[CH3:48])[NH:33][C:34]([N:36]([CH2:38][C:39]1[N:40]=[C:41]([CH:44]([CH3:45])[CH3:46])[S:42][CH:43]=1)[CH3:37])=[O:35])[CH2:9][C@H:10]([O:29][CH:51]([S:55][CH2:56][CH2:57][CH2:58][CH3:59])[CH2:52][CH2:53][CH3:54])[C@@H:11]([NH:19][C:20]([O:22][CH2:23][C:24]1[S:28][CH:27]=[N:26][CH:25]=1)=[O:21])[CH2:12][C:13]1[CH:18]=[CH:17][CH:16]=[CH:15][CH:14]=1)[C:2]1[CH:3]=[CH:4][CH:5]=[CH:6][CH:7]=1. (3) Given the reactants [F:1][C:2]([F:17])([F:16])[C:3]1[CH:8]=[CH:7][C:6]([C:9]2[N:10]=[C:11]([CH2:14]O)[S:12][CH:13]=2)=[CH:5][CH:4]=1.P(Br)(Br)[Br:19].O, predict the reaction product. The product is: [Br:19][CH2:14][C:11]1[S:12][CH:13]=[C:9]([C:6]2[CH:7]=[CH:8][C:3]([C:2]([F:17])([F:16])[F:1])=[CH:4][CH:5]=2)[N:10]=1. (4) Given the reactants [OH:1][C:2]1[C:7]2[O:8][C:9]3[CH:14]=[CH:13][CH:12]=[CH:11][C:10]=3[C:6]=2[CH:5]=[CH:4][CH:3]=1.[C:15]([O-])([O-])=O.[K+].[K+].IC, predict the reaction product. The product is: [CH3:15][O:1][C:2]1[C:7]2[O:8][C:9]3[CH:14]=[CH:13][CH:12]=[CH:11][C:10]=3[C:6]=2[CH:5]=[CH:4][CH:3]=1. (5) Given the reactants Br[C:2]1[C:3]2[C:4]3[CH:17]=[CH:16][S:15][C:5]=3[C:6](=[O:14])[NH:7][C:8]=2[CH:9]=[CH:10][C:11]=1[O:12][CH3:13].[F:18][C:19]1[CH:24]=[C:23](B2OC(C)(C)C(C)(C)O2)[CH:22]=[CH:21][C:20]=1[CH:34]([NH:36][C:37](=[O:43])[O:38][C:39]([CH3:42])([CH3:41])[CH3:40])[CH3:35], predict the reaction product. The product is: [F:18][C:19]1[CH:24]=[C:23]([C:2]2[C:3]3[C:4]4[CH:17]=[CH:16][S:15][C:5]=4[C:6](=[O:14])[NH:7][C:8]=3[CH:9]=[CH:10][C:11]=2[O:12][CH3:13])[CH:22]=[CH:21][C:20]=1[CH:34]([NH:36][C:37](=[O:43])[O:38][C:39]([CH3:42])([CH3:41])[CH3:40])[CH3:35]. (6) Given the reactants [Cl:1][C:2]1[C:7]2[C:8]([CH:11]3[CH2:13][CH2:12]3)=[N:9][O:10][C:6]=2[CH:5]=[C:4]([OH:14])[CH:3]=1.N1C=CC=CC=1.[O:21](S(C(F)(F)F)(=O)=O)[S:22]([C:25]([F:28])([F:27])[F:26])(=O)=[O:23], predict the reaction product. The product is: [F:26][C:25]([F:28])([F:27])[S:22]([O:14][C:4]1[CH:3]=[C:2]([Cl:1])[C:7]2[C:8]([CH:11]3[CH2:12][CH2:13]3)=[N:9][O:10][C:6]=2[CH:5]=1)(=[O:23])=[O:21].